Dataset: Full USPTO retrosynthesis dataset with 1.9M reactions from patents (1976-2016). Task: Predict the reactants needed to synthesize the given product. (1) Given the product [Cl:1][C:2]1[CH:3]=[C:4]([NH:19][C:20](=[O:22])[CH3:21])[CH:5]=[C:6]([Cl:18])[C:7]=1[C:8]1[S:9][C:10]2[C:11]([NH:30][C:26]3[CH:25]=[C:24]([CH3:23])[N:29]=[CH:28][N:27]=3)=[N:12][CH:13]=[CH:14][C:15]=2[N:16]=1, predict the reactants needed to synthesize it. The reactants are: [Cl:1][C:2]1[CH:3]=[C:4]([NH:19][C:20](=[O:22])[CH3:21])[CH:5]=[C:6]([Cl:18])[C:7]=1[C:8]1[S:9][C:10]2[C:11](Cl)=[N:12][CH:13]=[CH:14][C:15]=2[N:16]=1.[CH3:23][C:24]1[N:29]=[CH:28][N:27]=[C:26]([NH2:30])[CH:25]=1.CC1(C)C2C(=C(P(C3C=CC=CC=3)C3C=CC=CC=3)C=CC=2)OC2C(P(C3C=CC=CC=3)C3C=CC=CC=3)=CC=CC1=2.C([O-])([O-])=O.[Cs+].[Cs+]. (2) Given the product [F:26][C:27]([F:40])([F:39])[S:28]([O:15][C:12]1[CH2:13][CH2:14][CH:9]([O:8][Si:1]([C:4]([CH3:7])([CH3:6])[CH3:5])([CH3:3])[CH3:2])[CH2:10][CH:11]=1)(=[O:30])=[O:29], predict the reactants needed to synthesize it. The reactants are: [Si:1]([O:8][CH:9]1[CH2:14][CH2:13][C:12](=[O:15])[CH2:11][CH2:10]1)([C:4]([CH3:7])([CH3:6])[CH3:5])([CH3:3])[CH3:2].C[Si]([N-][Si](C)(C)C)(C)C.[Na+].[F:26][C:27]([F:40])([F:39])[S:28](O[S:28]([C:27]([F:40])([F:39])[F:26])(=[O:30])=[O:29])(=[O:30])=[O:29]. (3) Given the product [F:10][C:8]([F:11])([F:9])[C:6]1[C:5]([Cl:12])=[CH:4][C:3]2[N:13]([CH:14]3[CH2:15][CH2:16][N:17]([C:20]([O:22][C:23]([CH3:26])([CH3:25])[CH3:24])=[O:21])[CH2:18][CH2:19]3)[C:28](=[O:30])[NH:1][C:2]=2[CH:7]=1, predict the reactants needed to synthesize it. The reactants are: [NH2:1][C:2]1[CH:7]=[C:6]([C:8]([F:11])([F:10])[F:9])[C:5]([Cl:12])=[CH:4][C:3]=1[NH:13][CH:14]1[CH2:19][CH2:18][N:17]([C:20]([O:22][C:23]([CH3:26])([CH3:25])[CH3:24])=[O:21])[CH2:16][CH2:15]1.Cl[C:28](Cl)([O:30]C(=O)OC(Cl)(Cl)Cl)Cl.C(N(C(C)C)CC)(C)C. (4) Given the product [Br:1][C:2]1[C:13]([N+:14]([O-:16])=[O:15])=[CH:12][C:11]([N+:17]([O-:19])=[O:18])=[CH:10][C:3]=1[C:4]([NH:6][CH2:7][CH2:8][O:9][CH:21]1[CH2:22][CH2:23][CH2:24][CH2:25][O:20]1)=[O:5], predict the reactants needed to synthesize it. The reactants are: [Br:1][C:2]1[C:13]([N+:14]([O-:16])=[O:15])=[CH:12][C:11]([N+:17]([O-:19])=[O:18])=[CH:10][C:3]=1[C:4]([NH:6][CH2:7][CH2:8][OH:9])=[O:5].[O:20]1[CH:25]=[CH:24][CH2:23][CH2:22][CH2:21]1.C1(C)C=CC(S(O)(=O)=O)=CC=1.